The task is: Predict the product of the given reaction.. This data is from Forward reaction prediction with 1.9M reactions from USPTO patents (1976-2016). (1) Given the reactants Cl.[NH2:2][CH2:3][C:4]([NH:6][CH:7]([C:14]1[CH:19]=[CH:18][C:17]([Cl:20])=[CH:16][CH:15]=1)[C:8]1[CH:13]=[CH:12][CH:11]=[CH:10][CH:9]=1)=[O:5].[C:21]([C:24]1[CH:32]=[CH:31][C:27]([C:28](O)=[O:29])=[CH:26][CH:25]=1)(=[O:23])[CH3:22], predict the reaction product. The product is: [C:21]([C:24]1[CH:32]=[CH:31][C:27]([C:28]([NH:2][CH2:3][C:4](=[O:5])[NH:6][CH:7]([C:14]2[CH:19]=[CH:18][C:17]([Cl:20])=[CH:16][CH:15]=2)[C:8]2[CH:13]=[CH:12][CH:11]=[CH:10][CH:9]=2)=[O:29])=[CH:26][CH:25]=1)(=[O:23])[CH3:22]. (2) Given the reactants [N:1]1[N:2]=[C:3]([C:10]2[CH:19]=[CH:18][C:17]3[C:12](=[C:13]([O:20][CH2:21][C:22]([C@@H:25]4[CH2:29][O:28]C(C)(C)[O:26]4)([CH3:24])[CH3:23])[CH:14]=[CH:15][CH:16]=3)[N:11]=2)[N:4]2[CH:9]=[CH:8][CH:7]=[CH:6][C:5]=12.Cl, predict the reaction product. The product is: [N:1]1[N:2]=[C:3]([C:10]2[CH:19]=[CH:18][C:17]3[C:12](=[C:13]([O:20][CH2:21][C:22]([CH3:24])([CH3:23])[C@@H:25]([OH:26])[CH2:29][OH:28])[CH:14]=[CH:15][CH:16]=3)[N:11]=2)[N:4]2[CH:9]=[CH:8][CH:7]=[CH:6][C:5]=12.